Dataset: Forward reaction prediction with 1.9M reactions from USPTO patents (1976-2016). Task: Predict the product of the given reaction. (1) Given the reactants [C:1]1(=[O:7])[O:6][C:4](=[O:5])[CH2:3][CH2:2]1.[C:8]([N:11]1[CH2:16][CH2:15][NH:14][CH2:13][CH2:12]1)(=[O:10])[CH3:9], predict the reaction product. The product is: [C:8]([N:11]1[CH2:16][CH2:15][N:14]([C:4](=[O:5])[CH2:3][CH2:2][C:1]([OH:6])=[O:7])[CH2:13][CH2:12]1)(=[O:10])[CH3:9]. (2) Given the reactants Br[C:2]1[C:11]2[C:6](=[CH:7][CH:8]=[C:9]([C:12]([F:15])([F:14])[F:13])[CH:10]=2)[N:5]=[C:4]([CH:16]2[CH2:20][CH2:19][CH2:18][CH2:17]2)[C:3]=1[C:21]#[N:22].[CH3:23][C:24]1[CH:29]=[C:28](B2OC(C)(C)C(C)(C)O2)[CH:27]=[CH:26][N:25]=1.C(=O)([O-])[O-].[Cs+].[Cs+], predict the reaction product. The product is: [CH:16]1([C:4]2[C:3]([C:21]#[N:22])=[C:2]([C:28]3[CH:27]=[CH:26][N:25]=[C:24]([CH3:23])[CH:29]=3)[C:11]3[C:6](=[CH:7][CH:8]=[C:9]([C:12]([F:13])([F:15])[F:14])[CH:10]=3)[N:5]=2)[CH2:20][CH2:19][CH2:18][CH2:17]1. (3) Given the reactants O=[C:2]1[C:11]2[C:6](=[CH:7][C:8]([C:12]([OH:14])=O)=[CH:9][CH:10]=2)C(=O)N[NH:3]1.P(Cl)(Cl)([Cl:18])=O.[F:21][C:22]([F:31])([F:30])[C:23]1[CH:24]=[C:25]([CH:27]=[CH:28][CH:29]=1)[NH2:26].CCN(CC)CC.[CH3:39][N:40]([CH:42]=[O:43])C, predict the reaction product. The product is: [F:21][C:22]([F:30])([F:31])[C:23]1[CH:24]=[C:25]([NH:26][C:12]([C:8]2[CH:9]=[C:10]3[C:11](=[CH:6][CH:7]=2)[C:2]([Cl:18])=[N:3][N:40]([CH3:39])[C:42]3=[O:43])=[O:14])[CH:27]=[CH:28][CH:29]=1.